Dataset: Reaction yield outcomes from USPTO patents with 853,638 reactions. Task: Predict the reaction yield, written as a fraction of the theoretical maximum amount of product (1.0 means a 100% yield; for example, 0.34 means a 34% yield). The reactants are [Cl:1][C:2]1[CH:16]=[CH:15][C:5]([O:6][C:7]2[CH:14]=[CH:13][CH:12]=[CH:11][C:8]=2[CH:9]=O)=[CH:4][CH:3]=1.[CH3:17][O:18][C:19]([CH2:21]P(OC)(OC)=O)=[O:20].[H-].[Na+]. The catalyst is CN(C=O)C. The product is [Cl:1][C:2]1[CH:16]=[CH:15][C:5]([O:6][C:7]2[CH:14]=[CH:13][CH:12]=[CH:11][C:8]=2/[CH:9]=[CH:21]/[C:19]([O:18][CH3:17])=[O:20])=[CH:4][CH:3]=1. The yield is 0.900.